From a dataset of Reaction yield outcomes from USPTO patents with 853,638 reactions. Predict the reaction yield, written as a fraction of the theoretical maximum amount of product (1.0 means a 100% yield; for example, 0.34 means a 34% yield). (1) The reactants are [Cl-].O[NH3+:3].[C:4](=[O:7])([O-])[OH:5].[Na+].CS(C)=O.[CH3:13][C:14]1([CH3:51])[CH2:23][CH2:22][C:21]2[C:16](=[CH:17][CH:18]=[C:19]([N:24]3[C:29](=[O:30])[C:28]([CH2:31][C:32]4[CH:37]=[CH:36][C:35]([C:38]5[C:39]([C:44]#[N:45])=[CH:40][CH:41]=[CH:42][CH:43]=5)=[CH:34][C:33]=4[F:46])=[C:27]([CH2:47][CH2:48][CH3:49])[N:26]=[C:25]3[CH3:50])[CH:20]=2)[O:15]1. The catalyst is C(OCC)(=O)C. The product is [CH3:13][C:14]1([CH3:51])[CH2:23][CH2:22][C:21]2[C:16](=[CH:17][CH:18]=[C:19]([N:24]3[C:29](=[O:30])[C:28]([CH2:31][C:32]4[CH:37]=[CH:36][C:35]([C:38]5[CH:43]=[CH:42][CH:41]=[CH:40][C:39]=5[C:44]5[NH:3][C:4](=[O:7])[O:5][N:45]=5)=[CH:34][C:33]=4[F:46])=[C:27]([CH2:47][CH2:48][CH3:49])[N:26]=[C:25]3[CH3:50])[CH:20]=2)[O:15]1. The yield is 0.520. (2) The reactants are [CH:1]1([CH2:4][O:5][C:6]2[CH:7]=[C:8]([C@@H:16]([O:27][C:28](=[O:45])[C:29]3[CH:34]=[CH:33][CH:32]=[C:31]([CH2:35][NH:36][C:37]4[CH:42]=[CH:41][CH:40]=[CH:39][C:38]=4[OH:43])[C:30]=3[OH:44])[CH2:17][C:18]3[C:23]([Cl:24])=[CH:22][N+:21]([O-:25])=[CH:20][C:19]=3[Cl:26])[CH:9]=[CH:10][C:11]=2[O:12][CH:13]([F:15])[F:14])[CH2:3][CH2:2]1.Cl.[C:47](Cl)(=[O:57])[O:48][C@@H:49]1[CH:54]2[CH2:55][CH2:56][N:51]([CH2:52][CH2:53]2)[CH2:50]1. The catalyst is CC#N. The product is [CH:28]([OH:45])=[O:27].[CH:1]1([CH2:4][O:5][C:6]2[CH:7]=[C:8]([C@@H:16]([O:27][C:28](=[O:45])[C:29]3[CH:34]=[CH:33][CH:32]=[C:31]([CH2:35][N:36]([C:47]([O:48][C@@H:49]4[CH:54]5[CH2:55][CH2:56][N:51]([CH2:52][CH2:53]5)[CH2:50]4)=[O:57])[C:37]4[CH:42]=[CH:41][CH:40]=[CH:39][C:38]=4[OH:43])[C:30]=3[OH:44])[CH2:17][C:18]3[C:23]([Cl:24])=[CH:22][N+:21]([O-:25])=[CH:20][C:19]=3[Cl:26])[CH:9]=[CH:10][C:11]=2[O:12][CH:13]([F:14])[F:15])[CH2:2][CH2:3]1. The yield is 0.420.